This data is from Reaction yield outcomes from USPTO patents with 853,638 reactions. The task is: Predict the reaction yield, written as a fraction of the theoretical maximum amount of product (1.0 means a 100% yield; for example, 0.34 means a 34% yield). The product is [CH:14]1([S:19][CH:4]([C:5]2[CH:10]=[CH:9][CH:8]=[C:7]([Cl:11])[CH:6]=2)[C:3]([OH:2])=[O:13])[CH2:18][CH2:17][CH2:16][CH2:15]1.[CH:14]1([S:19][CH:4]([C:5]2[CH:10]=[CH:9][CH:8]=[C:7]([Cl:11])[CH:6]=2)[C:3]([NH:20][C:21]2[S:22][CH:23]=[CH:24][N:25]=2)=[O:13])[CH2:18][CH2:17][CH2:16][CH2:15]1. The reactants are C[O:2][C:3](=[O:13])[CH:4](Br)[C:5]1[CH:10]=[CH:9][CH:8]=[C:7]([Cl:11])[CH:6]=1.[CH:14]1([SH:19])[CH2:18][CH2:17][CH2:16][CH2:15]1.[NH2:20][C:21]1[S:22][CH:23]=[CH:24][N:25]=1. The yield is 0.650. The catalyst is C1COCC1.